From a dataset of Catalyst prediction with 721,799 reactions and 888 catalyst types from USPTO. Predict which catalyst facilitates the given reaction. (1) Reactant: [Br:1][C:2]1[CH:7]=[CH:6][C:5]([Cl:8])=[CH:4][C:3]=1[C@H:9]([NH:11][C:12](=[O:18])[O:13][C:14]([CH3:17])([CH3:16])[CH3:15])[CH3:10].CC1OCCC1.[O:25](C(OC(C)(C)C)=O)[C:26]([O:28][C:29]([CH3:32])([CH3:31])[CH3:30])=O. Product: [Br:1][C:2]1[CH:7]=[CH:6][C:5]([Cl:8])=[CH:4][C:3]=1[C@H:9]([N:11]([C:26]([O:28][C:29]([CH3:32])([CH3:31])[CH3:30])=[O:25])[C:12]([O:13][C:14]([CH3:17])([CH3:16])[CH3:15])=[O:18])[CH3:10]. The catalyst class is: 142. (2) Reactant: [C:1]1([C@@H:7]([OH:21])[CH2:8][CH2:9]OS(C2C=CC(C)=CC=2)(=O)=O)[CH:6]=[CH:5][CH:4]=[CH:3][CH:2]=1.[F:22][C:23]1[CH:28]=[CH:27][C:26]([S:29]([CH2:32][CH2:33][CH:34]2[CH2:39][CH2:38][NH:37][CH2:36][CH2:35]2)(=[O:31])=[O:30])=[CH:25][CH:24]=1.C(=O)([O-])[O-].[K+].[K+]. Product: [OH:21][CH:7]([C:1]1[CH:2]=[CH:3][CH:4]=[CH:5][CH:6]=1)[CH2:8][CH2:9][N:37]1[CH2:38][CH2:39][CH:34]([CH2:33][CH2:32][S:29]([C:26]2[CH:25]=[CH:24][C:23]([F:22])=[CH:28][CH:27]=2)(=[O:31])=[O:30])[CH2:35][CH2:36]1. The catalyst class is: 12.